Dataset: Catalyst prediction with 721,799 reactions and 888 catalyst types from USPTO. Task: Predict which catalyst facilitates the given reaction. (1) Reactant: [Cl:1][C:2]1[N:3]=[C:4]([N:14]2[CH2:19][CH2:18][O:17][CH2:16][CH2:15]2)[C:5]2[S:10][C:9]([CH2:11][NH:12][CH3:13])=[CH:8][C:6]=2[N:7]=1.[C:20](Cl)(=[O:22])[CH3:21].C(N(CC)CC)C. Product: [Cl:1][C:2]1[N:3]=[C:4]([N:14]2[CH2:19][CH2:18][O:17][CH2:16][CH2:15]2)[C:5]2[S:10][C:9]([CH2:11][N:12]([CH3:13])[C:20](=[O:22])[CH3:21])=[CH:8][C:6]=2[N:7]=1. The catalyst class is: 4. (2) Reactant: Cl.Cl.[F:3][C:4]1[CH:5]=[CH:6][C:7]2[N:11]=[C:10]([C@@H:12]([NH2:14])[CH3:13])[N:9]([C:15]3[CH:20]=[CH:19][CH:18]=[CH:17][CH:16]=3)[C:8]=2[CH:21]=1.Cl[C:23]1[N:28]=[C:27]([CH3:29])[N:26]=[C:25]([NH2:30])[N:24]=1.CCN(C(C)C)C(C)C. Product: [F:3][C:4]1[CH:5]=[CH:6][C:7]2[N:11]=[C:10]([C@@H:12]([NH:14][C:23]3[N:24]=[C:25]([NH2:30])[N:26]=[C:27]([CH3:29])[N:28]=3)[CH3:13])[N:9]([C:15]3[CH:16]=[CH:17][CH:18]=[CH:19][CH:20]=3)[C:8]=2[CH:21]=1. The catalyst class is: 51. (3) Product: [F:29][C:11]1[CH:12]=[C:13]([O:17][C@H:18]2[CH2:23][CH2:22][CH2:21][CH2:20][C@H:19]2[N:24]2[CH:28]=[CH:27][N:26]=[CH:25]2)[C:14]([F:16])=[CH:15][C:10]=1[S:7]([NH:6][C:30]1[CH:35]=[CH:34][N:33]=[CH:32][N:31]=1)(=[O:8])=[O:9]. Reactant: COC1C=C(OC)C=CC=1C[N:6]([C:30]1[CH:35]=[CH:34][N:33]=[CH:32][N:31]=1)[S:7]([C:10]1[CH:15]=[C:14]([F:16])[C:13]([O:17][C@H:18]2[CH2:23][CH2:22][CH2:21][CH2:20][C@@H:19]2[N:24]2[CH:28]=[CH:27][N:26]=[CH:25]2)=[CH:12][C:11]=1[F:29])(=[O:9])=[O:8].C([SiH](CC)CC)C.FC(F)(F)C(O)=O. The catalyst class is: 4. (4) Product: [F:22][C:23]1[CH:24]=[CH:25][C:26]([N:29]2[CH2:34][CH2:33][N:32]([CH2:1][C:3]3[CH:4]=[C:5]4[C:9](=[CH:10][CH:11]=3)[NH:8][C:7]([C:12]([NH2:14])=[O:13])=[C:6]4[S:15][C:16]3[CH:21]=[CH:20][CH:19]=[CH:18][CH:17]=3)[CH2:31][CH2:30]2)=[CH:27][CH:28]=1. The catalyst class is: 100. Reactant: [CH:1]([C:3]1[CH:4]=[C:5]2[C:9](=[CH:10][CH:11]=1)[NH:8][C:7]([C:12]([NH2:14])=[O:13])=[C:6]2[S:15][C:16]1[CH:21]=[CH:20][CH:19]=[CH:18][CH:17]=1)=O.[F:22][C:23]1[CH:28]=[CH:27][C:26]([N:29]2[CH2:34][CH2:33][NH:32][CH2:31][CH2:30]2)=[CH:25][CH:24]=1.